This data is from Reaction yield outcomes from USPTO patents with 853,638 reactions. The task is: Predict the reaction yield, written as a fraction of the theoretical maximum amount of product (1.0 means a 100% yield; for example, 0.34 means a 34% yield). The reactants are O=P12OP3(OP(OP(O3)(O1)=O)(=O)O2)=O.CS(O)(=O)=O.CO[CH:22]([O:40]C)[CH2:23][NH:24][C:25]([C:27]1[CH:28]=[C:29]([CH3:39])[C:30]2[NH:34][C:33]([CH2:35][CH2:36][CH3:37])=[N:32][C:31]=2[CH:38]=1)=O.C(=O)([O-])O.[Na+]. The catalyst is C(OCC)(=O)C. The product is [CH3:39][C:29]1[C:30]2[NH:34][C:33]([CH2:35][CH2:36][CH3:37])=[N:32][C:31]=2[CH:38]=[C:27]([C:25]2[O:40][CH:22]=[CH:23][N:24]=2)[CH:28]=1. The yield is 0.660.